This data is from Full USPTO retrosynthesis dataset with 1.9M reactions from patents (1976-2016). The task is: Predict the reactants needed to synthesize the given product. Given the product [CH2:28]([O:27][C:25](=[O:26])[CH2:24][O:15][C:12]1[CH:13]=[CH:14][C:9]([CH:4]2[O:3][C:2]([CH3:16])([CH3:1])[C:6]([CH3:7])([CH3:8])[O:5]2)=[CH:10][CH:11]=1)[CH3:29], predict the reactants needed to synthesize it. The reactants are: [CH3:1][C:2]1([CH3:16])[C:6]([CH3:8])([CH3:7])[O:5][CH:4]([C:9]2[CH:14]=[CH:13][C:12]([OH:15])=[CH:11][CH:10]=2)[O:3]1.C([O-])([O-])=O.[Cs+].[Cs+].Br[CH2:24][C:25]([O:27][CH2:28][CH3:29])=[O:26].C(OCC)(=O)C.